Dataset: Reaction yield outcomes from USPTO patents with 853,638 reactions. Task: Predict the reaction yield, written as a fraction of the theoretical maximum amount of product (1.0 means a 100% yield; for example, 0.34 means a 34% yield). The yield is 0.750. The catalyst is COCCOC.O.C1C=CC([P]([Pd]([P](C2C=CC=CC=2)(C2C=CC=CC=2)C2C=CC=CC=2)([P](C2C=CC=CC=2)(C2C=CC=CC=2)C2C=CC=CC=2)[P](C2C=CC=CC=2)(C2C=CC=CC=2)C2C=CC=CC=2)(C2C=CC=CC=2)C2C=CC=CC=2)=CC=1. The reactants are Br[C:2]1[S:10][C:9]2[C:4](=[N:5][CH:6]=[CH:7][C:8]=2[O:11][C:12]2[CH:17]=[CH:16][C:15]([N+:18]([O-:20])=[O:19])=[CH:14][C:13]=2[F:21])[CH:3]=1.[CH3:22][N:23]([CH3:43])[CH2:24][CH2:25][CH2:26][O:27][C:28]1[CH:33]=[CH:32][C:31](B2OC(C)(C)C(C)(C)O2)=[CH:30][N:29]=1.[F-].[Cs+].C(=O)(O)[O-].[Na+]. The product is [F:21][C:13]1[CH:14]=[C:15]([N+:18]([O-:20])=[O:19])[CH:16]=[CH:17][C:12]=1[O:11][C:8]1[CH:7]=[CH:6][N:5]=[C:4]2[CH:3]=[C:2]([C:31]3[CH:32]=[CH:33][C:28]([O:27][CH2:26][CH2:25][CH2:24][N:23]([CH3:22])[CH3:43])=[N:29][CH:30]=3)[S:10][C:9]=12.